This data is from Forward reaction prediction with 1.9M reactions from USPTO patents (1976-2016). The task is: Predict the product of the given reaction. (1) The product is: [Br:9][C:10]1[CH:15]=[CH:14][C:13]([S:16][C:5]2[CH:6]=[CH:7][C:2]([Cl:1])=[N:3][CH:4]=2)=[CH:12][CH:11]=1. Given the reactants [Cl:1][C:2]1[CH:7]=[CH:6][C:5](I)=[CH:4][N:3]=1.[Br:9][C:10]1[CH:15]=[CH:14][C:13]([SH:16])=[CH:12][CH:11]=1.C(=O)([O-])[O-].[K+].[K+].C(O)CO, predict the reaction product. (2) Given the reactants [CH2:1]([C@@H:5]1[NH:10][CH2:9][C@H:8]([CH:11]=[CH:12][CH3:13])[NH:7][C:6]1=[O:14])[CH:2]([CH3:4])[CH3:3].[F:15][C:16]1[CH:26]=[C:25]([F:27])[CH:24]=[CH:23][C:17]=1[CH:18]=[CH:19][C:20](O)=[O:21].C([C@@H]1N(C(=O)/C=C/C2C=CC=CC=2)C[C@H](CC(C)C)NC1=O)C(C)C, predict the reaction product. The product is: [F:15][C:16]1[CH:26]=[C:25]([F:27])[CH:24]=[CH:23][C:17]=1/[CH:18]=[CH:19]/[C:20]([N:10]1[CH2:9][C@H:8](/[CH:11]=[CH:12]/[CH3:13])[NH:7][C:6](=[O:14])[C@@H:5]1[CH2:1][CH:2]([CH3:4])[CH3:3])=[O:21].